This data is from Peptide-MHC class I binding affinity with 185,985 pairs from IEDB/IMGT. The task is: Regression. Given a peptide amino acid sequence and an MHC pseudo amino acid sequence, predict their binding affinity value. This is MHC class I binding data. (1) The peptide sequence is QSPQPVRVK. The MHC is HLA-A01:01 with pseudo-sequence HLA-A01:01. The binding affinity (normalized) is 0.0847. (2) The peptide sequence is GVRLLAHVI. The MHC is HLA-A02:03 with pseudo-sequence HLA-A02:03. The binding affinity (normalized) is 0.216.